This data is from Catalyst prediction with 721,799 reactions and 888 catalyst types from USPTO. The task is: Predict which catalyst facilitates the given reaction. (1) Reactant: [Cl:1][C:2]1[C:7]2[O:8][C:9]3[CH2:14][CH2:13][NH:12][CH:11]([CH3:15])[C:10]=3[C:6]=2[CH:5]=[C:4]([S:16]([C:19]2[CH:24]=[CH:23][CH:22]=[CH:21][CH:20]=2)(=[O:18])=[O:17])[CH:3]=1.Cl. Product: [ClH:1].[Cl:1][C:2]1[C:7]2[O:8][C:9]3[CH2:14][CH2:13][NH:12][CH:11]([CH3:15])[C:10]=3[C:6]=2[CH:5]=[C:4]([S:16]([C:19]2[CH:24]=[CH:23][CH:22]=[CH:21][CH:20]=2)(=[O:18])=[O:17])[CH:3]=1. The catalyst class is: 5. (2) Reactant: Br[C:2]1[S:6][C:5]([C:7](Cl)=[O:8])=[CH:4][CH:3]=1.[CH2:10]([NH2:17])[C:11]1[CH:16]=[CH:15][CH:14]=[CH:13][CH:12]=1.[N:18]1[CH:23]=[CH:22][C:21](B(O)O)=[CH:20][CH:19]=1. Product: [CH2:10]([NH:17][C:7]([C:5]1[S:6][C:2]([C:21]2[CH:22]=[CH:23][N:18]=[CH:19][CH:20]=2)=[CH:3][CH:4]=1)=[O:8])[C:11]1[CH:16]=[CH:15][CH:14]=[CH:13][CH:12]=1. The catalyst class is: 45.